This data is from Full USPTO retrosynthesis dataset with 1.9M reactions from patents (1976-2016). The task is: Predict the reactants needed to synthesize the given product. Given the product [CH3:29][C:28]1([CH3:30])[C:25]([CH3:26])([CH3:27])[O:24][B:23]([C:20]2[CH:21]=[CH:22][C:17]([N:16]3[CH2:9][CH2:10][CH2:11][CH2:12][C:13]3=[O:14])=[CH:18][CH:19]=2)[O:31]1, predict the reactants needed to synthesize it. The reactants are: CCN(CC)CC.Br[CH2:9][CH2:10][CH2:11][CH2:12][C:13](Cl)=[O:14].[NH2:16][C:17]1[CH:22]=[CH:21][C:20]([B:23]2[O:31][C:28]([CH3:30])([CH3:29])[C:25]([CH3:27])([CH3:26])[O:24]2)=[CH:19][CH:18]=1.[H-].[Na+].